Dataset: Reaction yield outcomes from USPTO patents with 853,638 reactions. Task: Predict the reaction yield, written as a fraction of the theoretical maximum amount of product (1.0 means a 100% yield; for example, 0.34 means a 34% yield). The reactants are [C:1]1(/[CH:7]=[CH:8]/[C:9]([O:11][CH3:12])=[O:10])[CH:6]=[CH:5][CH:4]=[CH:3][CH:2]=1.C(#N)C.[NH:16]1[CH:20]=[C:19]([C:21]2[C:22]3[CH:29]=[CH:28][N:27]([CH2:30][O:31][CH2:32][CH2:33][Si:34]([CH3:37])([CH3:36])[CH3:35])[C:23]=3[N:24]=[CH:25][N:26]=2)[CH:18]=[N:17]1.C1CCN2C(=NCCC2)CC1. No catalyst specified. The product is [C:1]1([CH:7]([N:16]2[CH:20]=[C:19]([C:21]3[C:22]4[CH:29]=[CH:28][N:27]([CH2:30][O:31][CH2:32][CH2:33][Si:34]([CH3:37])([CH3:36])[CH3:35])[C:23]=4[N:24]=[CH:25][N:26]=3)[CH:18]=[N:17]2)[CH2:8][C:9]([O:11][CH3:12])=[O:10])[CH:6]=[CH:5][CH:4]=[CH:3][CH:2]=1. The yield is 0.700.